Dataset: Full USPTO retrosynthesis dataset with 1.9M reactions from patents (1976-2016). Task: Predict the reactants needed to synthesize the given product. (1) Given the product [CH3:1][O:2][C:3]1[CH:4]=[CH:5][C:6]2[N:7]([CH:25]=[C:26]([CH3:27])[C:9]=2[C:10]([C:12]2[CH:17]=[C:16]([O:18][CH3:19])[C:15]([O:20][CH3:21])=[C:14]([O:22][CH3:23])[CH:13]=2)=[O:11])[CH:8]=1, predict the reactants needed to synthesize it. The reactants are: [CH3:1][O:2][C:3]1[CH:4]=[CH:5][C:6]([CH2:9][C:10]([C:12]2[CH:17]=[C:16]([O:18][CH3:19])[C:15]([O:20][CH3:21])=[C:14]([O:22][CH3:23])[CH:13]=2)=[O:11])=[N:7][CH:8]=1.Br[CH2:25][C:26](=O)[CH3:27].C([O-])(O)=O.[Na+]. (2) Given the product [CH2:1]([S:8][C:9]1[CH:18]=[C:17]2[C:12]([C:13]([OH:19])=[C:14]([Br:27])[CH:15]=[N:16]2)=[CH:11][CH:10]=1)[C:2]1[CH:3]=[CH:4][CH:5]=[CH:6][CH:7]=1, predict the reactants needed to synthesize it. The reactants are: [CH2:1]([S:8][C:9]1[CH:18]=[C:17]2[C:12]([C:13]([OH:19])=[CH:14][CH:15]=[N:16]2)=[CH:11][CH:10]=1)[C:2]1[CH:7]=[CH:6][CH:5]=[CH:4][CH:3]=1.C1C(=O)N([Br:27])C(=O)C1. (3) Given the product [Cl:11][C:12]1[CH:17]=[C:16]([C:2]2[O:1][CH:5]=[CH:4][N:3]=2)[CH:15]=[CH:14][C:13]=1[CH3:19], predict the reactants needed to synthesize it. The reactants are: [O:1]1[CH:5]=[CH:4][N:3]=[CH:2]1.C([Li])CCC.[Cl:11][C:12]1[CH:17]=[C:16](I)[CH:15]=[CH:14][C:13]=1[CH3:19].